Dataset: Full USPTO retrosynthesis dataset with 1.9M reactions from patents (1976-2016). Task: Predict the reactants needed to synthesize the given product. (1) Given the product [CH3:4][C:5]1[CH:6]=[C:7]([CH2:8][C:1]#[N:2])[CH:10]=[C:11]([CH3:25])[C:12]=1[O:13][C:14]1[CH:19]=[CH:18][C:17]([O:20][CH3:21])=[C:16]([CH:22]([CH3:24])[CH3:23])[CH:15]=1, predict the reactants needed to synthesize it. The reactants are: [C-:1]#[N:2].[Na+].[CH3:4][C:5]1[CH:6]=[C:7]([CH:10]=[C:11]([CH3:25])[C:12]=1[O:13][C:14]1[CH:19]=[CH:18][C:17]([O:20][CH3:21])=[C:16]([CH:22]([CH3:24])[CH3:23])[CH:15]=1)[CH2:8]Br. (2) Given the product [CH3:4][C:5]1([CH3:14])[O:9][N:8]=[C:7]([S:10][CH2:13][C:17]2[C:18]([C:29]([F:32])([F:31])[F:30])=[N:19][N:20]([C:23]3[CH:28]=[CH:27][CH:26]=[CH:25][CH:24]=3)[C:21]=2[F:22])[CH2:6]1, predict the reactants needed to synthesize it. The reactants are: O.[SH-].[Na+].[CH3:4][C:5]1([CH3:14])[O:9][N:8]=[C:7]([S:10]([CH3:13])(=O)=O)[CH2:6]1.BrC[C:17]1[C:18]([C:29]([F:32])([F:31])[F:30])=[N:19][N:20]([C:23]2[CH:28]=[CH:27][CH:26]=[CH:25][CH:24]=2)[C:21]=1[F:22].O. (3) Given the product [C:35]([O:34][C:32](=[O:33])[NH:31][CH:11]([CH2:12][C:13]1[CH:30]=[CH:29][C:16]([O:17][C:18]2[CH:19]=[CH:20][C:21]([CH2:24][CH2:25][C:26](=[O:28])[NH:77][O:76][CH2:69][C:70]3[CH:75]=[CH:74][CH:73]=[CH:72][CH:71]=3)=[CH:22][CH:23]=2)=[CH:15][CH:14]=1)[C:10]([N:7]1[CH2:6][CH2:78][O:79][CH2:9][CH2:8]1)=[O:39])([CH3:38])([CH3:36])[CH3:37], predict the reactants needed to synthesize it. The reactants are: C(N1[CH2:9][CH2:8][N:7]([C:10](=[O:39])[CH:11]([NH:31][C:32]([O:34][C:35]([CH3:38])([CH3:37])[CH3:36])=[O:33])[CH2:12][C:13]2[CH:30]=[CH:29][C:16]([O:17][C:18]3[CH:23]=[CH:22][C:21]([CH2:24][CH2:25][C:26]([OH:28])=O)=[CH:20][CH:19]=3)=[CH:15][CH:14]=2)[CH2:6]C1)(=O)C.ON1C2C=CC=CC=2N=N1.CCN=C=NCCCN(C)C.C(N(CC)CC)C.Cl.[CH2:69]([O:76][NH2:77])[C:70]1[CH:75]=[CH:74][CH:73]=[CH:72][CH:71]=1.[CH3:78][OH:79]. (4) The reactants are: Br[C:2]1[CH:3]=[C:4]([CH:8]=[O:9])[S:5][C:6]=1Br.CN1CCC[C:12]1=[O:16].[CH3:17]C(C1C=C(C(C)C)C(C2C=CC=CC=2P(C2CCCCC2)C2CCCCC2)=C(C(C)C)C=1)C. Given the product [S:5]1[C:4]2[CH2:8][O:9][CH2:17][C:3]=2[CH:2]=[C:6]1[CH:12]=[O:16], predict the reactants needed to synthesize it. (5) Given the product [CH3:14][O:15][N:16]=[C:3]([C:5]1[CH:10]=[CH:9][C:8]([Cl:11])=[CH:7][C:6]=1[Cl:12])[CH2:2][Br:1], predict the reactants needed to synthesize it. The reactants are: [Br:1][CH2:2][C:3]([C:5]1[CH:10]=[CH:9][C:8]([Cl:11])=[CH:7][C:6]=1[Cl:12])=O.Cl.[CH3:14][O:15][NH2:16]. (6) The reactants are: [OH:1][CH2:2][CH2:3][CH2:4][CH2:5][CH2:6][CH2:7][CH2:8][CH2:9][CH2:10][CH2:11][CH2:12][C:13]1[CH:18]=[CH:17][C:16]([OH:19])=[CH:15][CH:14]=1.[O:20]1CC[CH2:23][CH2:22][CH:21]1[O:26][CH2:27][CH2:28][CH2:29][CH2:30][CH2:31][CH2:32][CH2:33][CH2:34][CH2:35][CH2:36][CH2:37]Br.[O:39]1[CH2:44][CH2:43][CH2:42][CH2:41][CH:40]1[O:45][C:46]1[CH:51]=[CH:50][C:49]([Mg]Br)=[CH:48][CH:47]=1.[O:54]1CCCC[CH:55]1[O:60][C:61]1[CH:66]=[CH:65][C:64](Br)=[CH:63][CH:62]=1.[Mg].O1CC[CH2:71][CH2:70]1. Given the product [CH2:2]([C:49]1[CH:50]=[CH:51][C:46]([O:45][C:40]([C@H:41]2[CH2:71][CH2:70][C@H:44]([C:55]([O:60][C:61]3[CH:62]=[CH:63][C:64]([CH2:37][CH2:36][CH2:35][CH2:34][CH2:33][CH2:32][CH2:31][CH2:30][CH2:29][CH2:28][CH2:27][O:26][C:21](=[O:20])[CH:22]=[CH2:23])=[CH:65][CH:66]=3)=[O:54])[CH2:43][CH2:42]2)=[O:39])=[CH:47][CH:48]=1)[CH2:3][CH2:4][CH2:5][CH2:6][CH3:7].[OH:1][CH2:2][CH2:3][CH2:4][CH2:5][CH2:6][CH2:7][CH2:8][CH2:9][CH2:10][CH2:11][CH2:12][C:13]1[CH:14]=[CH:15][C:16]([OH:19])=[CH:17][CH:18]=1, predict the reactants needed to synthesize it. (7) Given the product [CH3:21][C:18]([C:22]1[CH:23]=[CH:27][C:28]([C:10]([NH:6][C:5]2[CH:7]=[CH:8][NH:1][C:2](=[O:3])[N:4]=2)=[O:31])=[CH:29][CH:30]=1)([CH3:19])[CH3:20], predict the reactants needed to synthesize it. The reactants are: [NH:1]1[CH:8]=[CH:7][C:5]([NH2:6])=[N:4][C:2]1=[O:3].N1C=CC=C[CH:10]=1.ClCCl.[C:18]([C:22]1[CH:30]=[CH:29][CH:28]=[CH:27][C:23]=1C(Cl)=O)([CH3:21])([CH3:20])[CH3:19].[OH2:31].